This data is from Forward reaction prediction with 1.9M reactions from USPTO patents (1976-2016). The task is: Predict the product of the given reaction. (1) Given the reactants Cl.CO[C:4](=[NH:9])[CH2:5][CH2:6][CH2:7][CH3:8].[OH-].[K+].C(=N)([O-])CCCC.[NH2:19][CH2:20][C:21]([OH:23])=[O:22], predict the reaction product. The product is: [C:4]([NH:19][CH2:20][C:21]([OH:23])=[O:22])(=[NH:9])[CH2:5][CH2:6][CH2:7][CH3:8]. (2) Given the reactants [NH2:1][C@H:2]1[CH2:7][CH2:6][CH2:5][CH2:4][C@H:3]1[NH:8][C:9]1[N:14]=[C:13]([NH:15][C:16]2[CH:21]=[CH:20][C:19](C3ON=CC=3)=[CH:18][CH:17]=2)[C:12]([C:27]([NH2:29])=[O:28])=[CH:11][N:10]=1.[N:30]1(C2C=C(C=CC=2)N)[CH:34]=[CH:33][CH:32]=[CH:31]1, predict the reaction product. The product is: [N:30]1([C:18]2[CH:17]=[C:16]([NH:15][C:13]3[C:12]([C:27]([NH2:29])=[O:28])=[CH:11][N:10]=[C:9]([NH:8][C@@H:3]4[CH2:4][CH2:5][CH2:6][CH2:7][C@@H:2]4[NH2:1])[N:14]=3)[CH:21]=[CH:20][CH:19]=2)[CH:34]=[CH:33][CH:32]=[CH:31]1. (3) Given the reactants [CH2:1]([N:3]1[CH2:8][CH2:7][N:6]([C:9]2[C:18]3[C:13](=[CH:14][CH:15]=[CH:16][CH:17]=3)[CH:12]=[C:11]([C:19]3[CH:20]=[C:21]4[C:25](=[CH:26][CH:27]=3)[CH2:24][CH:23]([C:28](OCC)=[O:29])[CH2:22]4)[N:10]=2)[CH2:5][CH2:4]1)[CH3:2].[Cl-:33].[Na+].[H-].[Al+3].[Li+].[H-].[H-].[H-].O, predict the reaction product. The product is: [ClH:33].[ClH:33].[CH2:1]([N:3]1[CH2:4][CH2:5][N:6]([C:9]2[C:18]3[C:13](=[CH:14][CH:15]=[CH:16][CH:17]=3)[CH:12]=[C:11]([C:19]3[CH:20]=[C:21]4[C:25](=[CH:26][CH:27]=3)[CH2:24][CH:23]([CH2:28][OH:29])[CH2:22]4)[N:10]=2)[CH2:7][CH2:8]1)[CH3:2]. (4) Given the reactants O=C1[N:6]([C:7]([O:9][C:10]([CH3:13])([CH3:12])[CH3:11])=[O:8])[CH:5]([CH2:14][C:15]2[CH:20]=[CH:19][CH:18]=[C:17]([O:21][C:22]([F:27])([F:26])[CH:23]([F:25])[F:24])[CH:16]=2)[CH:4]([C:28]2[N:29]=[C:30]([C:33]3[CH:38]=[CH:37][CH:36]=[CH:35][CH:34]=3)[S:31][CH:32]=2)[O:3]1.[OH-].[Na+], predict the reaction product. The product is: [OH:3][CH:4]([C:28]1[N:29]=[C:30]([C:33]2[CH:34]=[CH:35][CH:36]=[CH:37][CH:38]=2)[S:31][CH:32]=1)[CH:5]([NH:6][C:7](=[O:8])[O:9][C:10]([CH3:13])([CH3:12])[CH3:11])[CH2:14][C:15]1[CH:20]=[CH:19][CH:18]=[C:17]([O:21][C:22]([F:26])([F:27])[CH:23]([F:24])[F:25])[CH:16]=1. (5) Given the reactants [NH2:1][C@@H:2]1[CH2:7][CH2:6][CH2:5][CH2:4][C@@H:3]1[NH:8][C:9]1[C:18]2[C:13](=[CH:14][CH:15]=[C:16]([CH3:19])[CH:17]=2)[N:12]=[C:11]([NH2:20])[N:10]=1.[C:21]([O:25][C:26]([NH:28][C:29](N1C=CC=N1)=[N:30][C:31]([O:33][C:34]([CH3:37])([CH3:36])[CH3:35])=[O:32])=[O:27])([CH3:24])([CH3:23])[CH3:22].O, predict the reaction product. The product is: [NH2:20][C:11]1[N:10]=[C:9]([NH:8][C@H:3]2[CH2:4][CH2:5][CH2:6][CH2:7][C@H:2]2[NH:1][C:29]([NH:28][C:26]([O:25][C:21]([CH3:24])([CH3:23])[CH3:22])=[O:27])=[N:30][C:31]([O:33][C:34]([CH3:37])([CH3:36])[CH3:35])=[O:32])[C:18]2[C:13](=[CH:14][CH:15]=[C:16]([CH3:19])[CH:17]=2)[N:12]=1. (6) Given the reactants [CH2:1]([O:8][C:9]([N:11]1[CH2:17][CH2:16][CH2:15][CH:14]([NH:18][C:19](=[O:33])[C@@H:20]([NH:25]C(OC(C)(C)C)=O)[CH2:21][CH:22]([CH3:24])[CH3:23])[CH:13]([OH:34])[CH2:12]1)=[O:10])[C:2]1[CH:7]=[CH:6][CH:5]=[CH:4][CH:3]=1.Cl, predict the reaction product. The product is: [CH2:1]([O:8][C:9]([N:11]1[CH2:17][CH2:16][CH2:15][CH:14]([NH:18][C:19](=[O:33])[C@@H:20]([NH2:25])[CH2:21][CH:22]([CH3:24])[CH3:23])[CH:13]([OH:34])[CH2:12]1)=[O:10])[C:2]1[CH:7]=[CH:6][CH:5]=[CH:4][CH:3]=1. (7) The product is: [NH2:28][C:8]([CH3:27])([CH2:1][C:2]1[CH:3]=[CH:4][CH:5]=[CH:6][CH:7]=1)[CH2:9][O:10][CH2:11][C:12]1[CH:13]=[C:14]([NH:41][CH2:40][CH:38]2[CH2:39][CH:37]2[CH3:36])[N:15]=[C:16]([N:18]([CH2:19][CH2:20][CH3:21])[S:22]([CH3:25])(=[O:23])=[O:24])[CH:17]=1. Given the reactants [CH2:1]([C:8]([NH:28]C(=O)OC(C)(C)C)([CH3:27])[CH2:9][O:10][CH2:11][C:12]1[CH:17]=[C:16]([N:18]([S:22]([CH3:25])(=[O:24])=[O:23])[CH2:19][CH2:20][CH3:21])[N:15]=[C:14](Cl)[CH:13]=1)[C:2]1[CH:7]=[CH:6][CH:5]=[CH:4][CH:3]=1.[CH3:36][CH:37]1[CH2:39][CH:38]1[CH2:40][NH2:41].C(O)(C(F)(F)F)=O.C(NS(C)(=O)=O)CC, predict the reaction product. (8) Given the reactants C([O-])(O)=O.[Na+].[NH2:6]OS(O)(=O)=O.C([O:14][C:15]([C:17]1[C:26](=[O:27])[C:25]2[C:20](=[CH:21][C:22]([Br:29])=[C:23]([F:28])[CH:24]=2)[N:19]([CH:30]2[CH2:32][CH2:31]2)[C:18]=1[SH:33])=O)C.Cl, predict the reaction product. The product is: [Br:29][C:22]1[CH:21]=[C:20]2[C:25]([C:26](=[O:27])[C:17]3[C:15](=[O:14])[NH:6][S:33][C:18]=3[N:19]2[CH:30]2[CH2:32][CH2:31]2)=[CH:24][C:23]=1[F:28]. (9) Given the reactants [CH:1]1([C:7]2[CH:8]=[CH:9][C:10]3[O:14][C:13](B(O)O)=[CH:12][C:11]=3[CH:18]=2)[CH2:6][CH2:5][CH2:4][CH2:3][CH2:2]1.Br[C:20]1[CH:27]=[CH:26][C:23]([CH:24]=[O:25])=[C:22]([F:28])[CH:21]=1.C(N(CC)CC)C, predict the reaction product. The product is: [CH:1]1([C:7]2[CH:8]=[CH:9][C:10]3[O:14][C:13]([C:20]4[CH:27]=[CH:26][C:23]([CH:24]=[O:25])=[C:22]([F:28])[CH:21]=4)=[CH:12][C:11]=3[CH:18]=2)[CH2:6][CH2:5][CH2:4][CH2:3][CH2:2]1. (10) The product is: [CH:38]1[C:43]([NH2:44])=[CH:42][C:41]2[C:45]([O:47][C:48]3([C:58]4[CH:59]=[CH:60][C:61]([OH:63])=[CH:62][C:57]=4[O:56][C:50]4[CH:51]=[C:52]([OH:55])[CH:53]=[CH:54][C:49]3=4)[C:40]=2[CH:39]=1)=[O:46].[CH3:1][C:2]1([CH3:25])[S:6][C@@H:5]2[C@H:7]([NH:10][C:11]([C@H:13]([NH2:21])[C:14]3[CH:19]=[CH:18][C:17]([OH:20])=[CH:16][CH:15]=3)=[O:12])[C:8](=[O:9])[N:4]2[C@H:3]1[C:22]([OH:24])=[O:23]. Given the reactants [CH3:1][C:2]1([CH3:25])[S:6][C@@H:5]2[C@H:7]([NH:10][C:11]([C@H:13]([NH2:21])[C:14]3[CH:15]=[CH:16][C:17]([OH:20])=[CH:18][CH:19]=3)=[O:12])[C:8](=[O:9])[N:4]2[C@H:3]1[C:22]([OH:24])=[O:23].O.C(N=C=NCCCN(C)C)C.[CH:38]1[C:43]([NH2:44])=[CH:42][C:41]2[C:45]([O:47][C:48]3([C:58]4[CH:59]=[CH:60][C:61]([OH:63])=[CH:62][C:57]=4[O:56][C:50]4[CH:51]=[C:52]([OH:55])[CH:53]=[CH:54][C:49]3=4)[C:40]=2[CH:39]=1)=[O:46], predict the reaction product.